This data is from Full USPTO retrosynthesis dataset with 1.9M reactions from patents (1976-2016). The task is: Predict the reactants needed to synthesize the given product. (1) Given the product [CH2:13]([O:15][C:16]([C:18]1[N:19]([C:8](=[O:9])[C:7]2[CH:11]=[CH:12][C:4]([N+:1]([O-:3])=[O:2])=[CH:5][CH:6]=2)[CH:20]=[CH:21][CH:22]=1)=[O:17])[CH3:14], predict the reactants needed to synthesize it. The reactants are: [N+:1]([C:4]1[CH:12]=[CH:11][C:7]([C:8](Cl)=[O:9])=[CH:6][CH:5]=1)([O-:3])=[O:2].[CH2:13]([O:15][C:16]([C:18]1[NH:19][CH:20]=[CH:21][CH:22]=1)=[O:17])[CH3:14].O. (2) Given the product [C:7]1([C@H:13]2[C@H:17]([C:18]3[CH:19]=[CH:20][CH:21]=[CH:22][CH:23]=3)[O:16][C:15]3([CH2:28][CH2:27][CH:26]([CH2:29][OH:30])[CH2:25][CH2:24]3)[O:14]2)[CH:8]=[CH:9][CH:10]=[CH:11][CH:12]=1, predict the reactants needed to synthesize it. The reactants are: [H-].[Al+3].[Li+].[H-].[H-].[H-].[C:7]1([C@H:13]2[C@H:17]([C:18]3[CH:23]=[CH:22][CH:21]=[CH:20][CH:19]=3)[O:16][C:15]3([CH2:28][CH2:27][CH:26]([C:29]([O-])=[O:30])[CH2:25][CH2:24]3)[O:14]2)[CH:12]=[CH:11][CH:10]=[CH:9][CH:8]=1.O.[OH-].[Na+]. (3) Given the product [Si:1]([O:8][C:9]1[C:17]2[N:16]=[C:15]([CH:18]([F:19])[F:20])[N:14]([C:22]3[N:27]=[C:26]([Cl:28])[CH:25]=[C:24]([Cl:29])[N:23]=3)[C:13]=2[CH:12]=[CH:11][CH:10]=1)([C:4]([CH3:7])([CH3:5])[CH3:6])([CH3:3])[CH3:2], predict the reactants needed to synthesize it. The reactants are: [Si:1]([O:8][C:9]1[C:17]2[NH:16][C:15]([CH:18]([F:20])[F:19])=[N:14][C:13]=2[CH:12]=[CH:11][CH:10]=1)([C:4]([CH3:7])([CH3:6])[CH3:5])([CH3:3])[CH3:2].Cl[C:22]1[N:27]=[C:26]([Cl:28])[CH:25]=[C:24]([Cl:29])[N:23]=1.C(=O)([O-])[O-].[K+].[K+].O. (4) Given the product [C:1]([O:5][C:6]([N:8]1[CH2:13][C:12](=[O:14])[N:11]([C:15]2[CH:20]=[CH:19][C:18]([C:21]([O:23][CH3:24])=[O:22])=[CH:17][CH:16]=2)[C@@H:10]([CH2:25][O:26][C:29]2[CH:28]=[CH:27][C:36]3[C:31](=[CH:32][CH:33]=[CH:34][CH:35]=3)[CH:30]=2)[CH2:9]1)=[O:7])([CH3:4])([CH3:3])[CH3:2], predict the reactants needed to synthesize it. The reactants are: [C:1]([O:5][C:6]([N:8]1[CH2:13][C:12](=[O:14])[N:11]([C:15]2[CH:20]=[CH:19][C:18]([C:21]([O:23][CH3:24])=[O:22])=[CH:17][CH:16]=2)[C@@H:10]([CH2:25][OH:26])[CH2:9]1)=[O:7])([CH3:4])([CH3:3])[CH3:2].[CH:27]1[C:36]2[C:31](=[CH:32][CH:33]=[CH:34][CH:35]=2)[CH:30]=[CH:29][C:28]=1O. (5) Given the product [C:9]1([C:3]2[N:4]=[C:5]([NH2:8])[N:6]=[N:7][C:2]=2[C:22]2[CH:21]=[CH:20][CH:19]=[C:18]([CH:15]([CH3:17])[CH3:16])[CH:23]=2)[CH:14]=[CH:13][CH:12]=[CH:11][CH:10]=1, predict the reactants needed to synthesize it. The reactants are: Br[C:2]1[N:7]=[N:6][C:5]([NH2:8])=[N:4][C:3]=1[C:9]1[CH:14]=[CH:13][CH:12]=[CH:11][CH:10]=1.[CH:15]([C:18]1[CH:19]=[C:20](B(O)O)[CH:21]=[CH:22][CH:23]=1)([CH3:17])[CH3:16]. (6) Given the product [C:20]([C:24]1[CH:25]=[C:26]([NH:36][C:17](=[O:19])[CH2:16][C:13]2[CH:12]=[CH:11][C:10]([N:3]3[C:4]4=[N:5][CH:6]=[CH:7][CH:8]=[C:9]4[N:1]=[CH:2]3)=[CH:15][CH:14]=2)[N:27]([C:29]2[CH:34]=[CH:33][CH:32]=[CH:31][C:30]=2[F:35])[N:28]=1)([CH3:23])([CH3:21])[CH3:22], predict the reactants needed to synthesize it. The reactants are: [N:1]1[C:9]2[C:4](=[N:5][CH:6]=[CH:7][CH:8]=2)[N:3]([C:10]2[CH:15]=[CH:14][C:13]([CH2:16][C:17]([OH:19])=O)=[CH:12][CH:11]=2)[CH:2]=1.[C:20]([C:24]1[CH:25]=[C:26]([NH2:36])[N:27]([C:29]2[CH:34]=[CH:33][CH:32]=[CH:31][C:30]=2[F:35])[N:28]=1)([CH3:23])([CH3:22])[CH3:21]. (7) Given the product [CH3:26][C:24]1[CH:23]=[CH:22][C:20]2[N:21]=[C:17]([N:4]3[CH2:5][CH2:6][CH2:7][N:1]([C:8]([CH:10]4[CH2:15][CH2:14][O:13][CH2:12][CH2:11]4)=[O:9])[CH2:2][CH2:3]3)[S:18][C:19]=2[CH:25]=1, predict the reactants needed to synthesize it. The reactants are: [N:1]1([C:8]([CH:10]2[CH2:15][CH2:14][O:13][CH2:12][CH2:11]2)=[O:9])[CH2:7][CH2:6][CH2:5][NH:4][CH2:3][CH2:2]1.Cl[C:17]1[S:18][C:19]2[CH:25]=[C:24]([CH3:26])[CH:23]=[CH:22][C:20]=2[N:21]=1.C(N(CC)C(C)C)(C)C. (8) Given the product [C:4]([Si:1]([CH3:2])([CH3:3])[O:8][CH2:9][CH:10]1[O:21][C:13]2[C:14]3[CH2:15][CH2:16][CH2:17][C:18]=3[CH:19]=[CH:20][C:12]=2[CH2:11]1)([CH3:5])([CH3:7])[CH3:6], predict the reactants needed to synthesize it. The reactants are: [Si:1]([O:8][CH2:9][CH:10](O)[CH2:11][C:12]1[CH:20]=[CH:19][C:18]2[CH2:17][CH2:16][CH2:15][C:14]=2[C:13]=1[OH:21])([C:4]([CH3:7])([CH3:6])[CH3:5])([CH3:3])[CH3:2].C1(P(C2C=CC=CC=2)C2C=CC=CC=2)C=CC=CC=1.CCOC(/N=N/C(OCC)=O)=O. (9) Given the product [OH:25][C@H:22]1[CH2:23][CH2:24][C@H:19]([O:18][C:14]2[C:13]3[C:9]([O:8][CH2:7][CH:4]4[CH2:5][CH2:6][N:1]([CH2:26][C:28]5([C:34]([O:36][CH3:37])=[O:35])[CH2:33][CH2:32][O:31][CH2:30][CH2:29]5)[CH2:2][CH2:3]4)=[N:10][O:11][C:12]=3[CH:17]=[CH:16][CH:15]=2)[CH2:20][CH2:21]1, predict the reactants needed to synthesize it. The reactants are: [NH:1]1[CH2:6][CH2:5][CH:4]([CH2:7][O:8][C:9]2[C:13]3[C:14]([O:18][C@H:19]4[CH2:24][CH2:23][C@H:22]([OH:25])[CH2:21][CH2:20]4)=[CH:15][CH:16]=[CH:17][C:12]=3[O:11][N:10]=2)[CH2:3][CH2:2]1.[CH:26]([C:28]1([C:34]([O:36][CH3:37])=[O:35])[CH2:33][CH2:32][O:31][CH2:30][CH2:29]1)=O.C(C1(C(OC)=O)CCC1)=O. (10) Given the product [ClH:1].[ClH:41].[Cl:1][C:2]1[CH:3]=[CH:4][C:5]([C@@H:8]([C@@H:28]2[CH2:33][O:32][CH2:31][CH2:30][NH:29]2)[C:9]([N:11]2[CH2:12][CH2:13][N:14]([C:17]3[C:18]4[C@H:25]([CH3:26])[CH2:24][C@H:23]([OH:27])[C:19]=4[N:20]=[CH:21][N:22]=3)[CH2:15][CH2:16]2)=[O:10])=[CH:6][CH:7]=1, predict the reactants needed to synthesize it. The reactants are: [Cl:1][C:2]1[CH:7]=[CH:6][C:5]([C@@H:8]([C@@H:28]2[CH2:33][O:32][CH2:31][CH2:30][N:29]2C(OC(C)(C)C)=O)[C:9]([N:11]2[CH2:16][CH2:15][N:14]([C:17]3[C:18]4[C@H:25]([CH3:26])[CH2:24][C@H:23]([OH:27])[C:19]=4[N:20]=[CH:21][N:22]=3)[CH2:13][CH2:12]2)=[O:10])=[CH:4][CH:3]=1.[ClH:41].